Dataset: Catalyst prediction with 721,799 reactions and 888 catalyst types from USPTO. Task: Predict which catalyst facilitates the given reaction. (1) The catalyst class is: 9. Product: [C:1]([CH2:4][CH2:5][NH:6][C:7]1[CH:12]=[CH:11][C:10]([C:13]2[CH:14]=[C:15]([C:20]3[CH:21]=[CH:22][C:23]([C:26]([O:28][CH2:29][CH3:30])=[O:27])=[CH:24][CH:25]=3)[CH:16]=[CH:17][C:18]=2[O:19][CH2:42][CH2:43][CH2:44][CH2:45][O:46][Si:47]([C:50]([CH3:51])([CH3:53])[CH3:52])([CH3:48])[CH3:49])=[CH:9][C:8]=1[C:31]([CH3:33])([CH3:32])[CH3:34])(=[O:3])[CH3:2]. Reactant: [C:1]([CH2:4][CH2:5][NH:6][C:7]1[CH:12]=[CH:11][C:10]([C:13]2[CH:14]=[C:15]([C:20]3[CH:25]=[CH:24][C:23]([C:26]([O:28][CH2:29][CH3:30])=[O:27])=[CH:22][CH:21]=3)[CH:16]=[CH:17][C:18]=2[OH:19])=[CH:9][C:8]=1[C:31]([CH3:34])([CH3:33])[CH3:32])(=[O:3])[CH3:2].C(=O)([O-])[O-].[Cs+].[Cs+].Br[CH2:42][CH2:43][CH2:44][CH2:45][O:46][Si:47]([C:50]([CH3:53])([CH3:52])[CH3:51])([CH3:49])[CH3:48]. (2) Reactant: [NH2:1][N:2]1[C:6]([C:7]([O:9]CC)=O)=[CH:5][CH:4]=[C:3]1[C:12]([O:14][CH2:15][CH3:16])=[O:13].C(O[CH:20](OCC)[CH2:21][C:22]#[N:23])C.Cl.C1CCN2C(=NCCC2)CC1. Product: [C:22]([C:21]1[CH:20]=[N:1][N:2]2[C:3]([C:12]([O:14][CH2:15][CH3:16])=[O:13])=[CH:4][CH:5]=[C:6]2[C:7]=1[OH:9])#[N:23]. The catalyst class is: 351. (3) Reactant: [CH2:1]([C:5]1[N:10]=[C:9]([OH:11])[CH:8]=[CH:7][CH:6]=1)[CH2:2][CH2:3][CH3:4].[F:12][C:13]([F:26])([F:25])[S:14](O[S:14]([C:13]([F:26])([F:25])[F:12])(=[O:16])=[O:15])(=[O:16])=[O:15]. Product: [F:12][C:13]([F:26])([F:25])[S:14]([O:11][C:9]1[CH:8]=[CH:7][CH:6]=[C:5]([CH2:1][CH2:2][CH2:3][CH3:4])[N:10]=1)(=[O:16])=[O:15]. The catalyst class is: 17.